From a dataset of Full USPTO retrosynthesis dataset with 1.9M reactions from patents (1976-2016). Predict the reactants needed to synthesize the given product. Given the product [CH:42]([O:45][C:3](=[O:14])[C:4]1[CH:9]=[CH:8][C:7]([O:27][CH:26]([CH3:25])[CH3:18])=[C:6]([N+:11]([O-:13])=[O:12])[CH:5]=1)([CH3:44])[CH3:43], predict the reactants needed to synthesize it. The reactants are: CO[C:3](=[O:14])[C:4]1[CH:9]=[CH:8][C:7](F)=[C:6]([N+:11]([O-:13])=[O:12])[CH:5]=1.N([C:18]1C=C(C=[CH:25][C:26]=1[O:27]C(F)(F)F)C(N)=O)=C=S.C[Si]([N-][Si](C)(C)C)(C)C.[K+].[CH:42]([OH:45])([CH3:44])[CH3:43].